This data is from Reaction yield outcomes from USPTO patents with 853,638 reactions. The task is: Predict the reaction yield, written as a fraction of the theoretical maximum amount of product (1.0 means a 100% yield; for example, 0.34 means a 34% yield). (1) The reactants are Br[C:2]1[CH:3]=[C:4]([NH:10][C:11]2[CH:16]=[CH:15][C:14]([N:17]3[CH2:22][C@@H:21]([CH3:23])[N:20]([CH:24]4[CH2:27][O:26][CH2:25]4)[CH2:19][C@@H:18]3[CH3:28])=[CH:13][N:12]=2)[C:5](=[O:9])[N:6]([CH3:8])[CH:7]=1.[B:29]1([B:29]2[O:33][C:32]([CH3:35])([CH3:34])[C:31]([CH3:37])([CH3:36])[O:30]2)[O:33][C:32]([CH3:35])([CH3:34])[C:31]([CH3:37])([CH3:36])[O:30]1.CC(C1C=C(C(C)C)C(C2C=CC=CC=2P(C2CCCCC2)C2CCCCC2)=C(C(C)C)C=1)C.C([O-])(=O)C.[K+]. The catalyst is C1C=CC(/C=C/C(/C=C/C2C=CC=CC=2)=O)=CC=1.C1C=CC(/C=C/C(/C=C/C2C=CC=CC=2)=O)=CC=1.C1C=CC(/C=C/C(/C=C/C2C=CC=CC=2)=O)=CC=1.[Pd].[Pd].O1CCOCC1. The product is [CH3:28][C@H:18]1[CH2:19][N:20]([CH:24]2[CH2:27][O:26][CH2:25]2)[C@H:21]([CH3:23])[CH2:22][N:17]1[C:14]1[CH:15]=[CH:16][C:11]([NH:10][C:4]2[C:5](=[O:9])[N:6]([CH3:8])[CH:7]=[C:2]([B:29]3[O:33][C:32]([CH3:35])([CH3:34])[C:31]([CH3:37])([CH3:36])[O:30]3)[CH:3]=2)=[N:12][CH:13]=1. The yield is 0.900. (2) The reactants are [Cl:1][C:2]1[N:7]=[CH:6][C:5]([CH:8]=[O:9])=[CH:4][CH:3]=1.[C-]#N.[Na+].[C:13]([O:17][CH3:18])(=[O:16])[CH:14]=[CH2:15].O. The catalyst is CN(C=O)C. The product is [Cl:1][C:2]1[N:7]=[CH:6][C:5]([C:8](=[O:9])[CH2:15][CH2:14][C:13]([O:17][CH3:18])=[O:16])=[CH:4][CH:3]=1. The yield is 0.425.